From a dataset of Reaction yield outcomes from USPTO patents with 853,638 reactions. Predict the reaction yield, written as a fraction of the theoretical maximum amount of product (1.0 means a 100% yield; for example, 0.34 means a 34% yield). (1) The reactants are [CH:1]1([C:6]([C:11]2[CH:16]=[CH:15][CH:14]=[CH:13][CH:12]=2)([OH:10])[C:7]([OH:9])=[O:8])[CH2:5][CH2:4][CH2:3][CH2:2]1.[C:17](=O)([O-])[O-].[K+].[K+].CI.O. The catalyst is CN(C=O)C.C(Cl)Cl. The product is [CH:1]1([C:6]([C:11]2[CH:16]=[CH:15][CH:14]=[CH:13][CH:12]=2)([OH:10])[C:7]([O:9][CH3:17])=[O:8])[CH2:5][CH2:4][CH2:3][CH2:2]1. The yield is 0.640. (2) The reactants are [C:1]1([NH2:8])[C:2]([NH2:7])=[CH:3][CH:4]=[CH:5][CH:6]=1.[C:9]([O:13][C:14]([N:16]1[CH2:21][CH2:20][C@@H:19]([NH:22][C:23]([NH:25][C:26]2[CH:27]=[N:28][C:29]([C:32]([F:35])([F:34])[F:33])=[CH:30][CH:31]=2)=[O:24])[CH2:18][C@@H:17]1[C:36](O)=[O:37])=[O:15])([CH3:12])([CH3:11])[CH3:10].F[P-](F)(F)(F)(F)F.N1(O[P+](N(C)C)(N(C)C)N(C)C)C2C=CC=CC=2N=N1.CCN(C(C)C)C(C)C. The catalyst is CN(C=O)C.O. The product is [NH2:7][C:2]1[CH:3]=[CH:4][CH:5]=[CH:6][C:1]=1[NH:8][C:36]([C@H:17]1[CH2:18][C@H:19]([NH:22][C:23]([NH:25][C:26]2[CH:27]=[N:28][C:29]([C:32]([F:35])([F:34])[F:33])=[CH:30][CH:31]=2)=[O:24])[CH2:20][CH2:21][N:16]1[C:14]([O:13][C:9]([CH3:12])([CH3:11])[CH3:10])=[O:15])=[O:37]. The yield is 0.910. (3) The reactants are [CH3:1][CH:2]([OH:6])[CH2:3][CH2:4][CH3:5].F[C:8]1[CH:13]=[CH:12][CH:11]=[CH:10][C:9]=1[N+:14]([O-:16])=[O:15].[CH3:17][CH:18]([O:22][C:23]1[CH:29]=[CH:28][CH:27]=[CH:26][C:24]=1[NH2:25])[CH2:19][CH2:20][CH3:21].[NH2:30][C:31]1[S:32][CH:33]=[CH:34][N:35]=1. No catalyst specified. The product is [CH3:1][CH:2]([O:6][C:8]1[CH:13]=[CH:12][CH:11]=[CH:10][C:9]=1[N+:14]([O-:16])=[O:15])[CH2:3][CH2:4][CH3:5].[CH3:17][CH:18]([O:22][C:23]1[CH:29]=[CH:28][CH:27]=[CH:26][C:24]=1[NH:25][C:2]([NH:30][C:31]1[S:32][CH:33]=[CH:34][N:35]=1)=[O:6])[CH2:19][CH2:20][CH3:21]. The yield is 0.740. (4) The reactants are [Cl:1][C:2]1[CH:7]=[CH:6][C:5]([C:8]2[N:12]([C:13]3[CH:18]=[CH:17][C:16]([Cl:19])=[CH:15][C:14]=3[Cl:20])[N:11]=[C:10]([C:21]([N:23]3[CH2:28][CH2:27][CH:26]([NH2:29])[CH2:25][CH2:24]3)=[O:22])[C:9]=2[CH3:30])=[CH:4][CH:3]=1.C(N(CC)CC)C.[CH3:38][S:39](Cl)(=[O:41])=[O:40]. The catalyst is ClCCl. The product is [Cl:1][C:2]1[CH:7]=[CH:6][C:5]([C:8]2[N:12]([C:13]3[CH:18]=[CH:17][C:16]([Cl:19])=[CH:15][C:14]=3[Cl:20])[N:11]=[C:10]([C:21]([N:23]3[CH2:24][CH2:25][CH:26]([NH:29][S:39]([CH3:38])(=[O:41])=[O:40])[CH2:27][CH2:28]3)=[O:22])[C:9]=2[CH3:30])=[CH:4][CH:3]=1. The yield is 0.740. (5) The reactants are [Cl:1][C:2]1[S:6][C:5]([CH2:7][OH:8])=[CH:4][C:3]=1[S:9][C:10]1[CH:15]=[CH:14][CH:13]=[C:12]([Cl:16])[CH:11]=1. The catalyst is C(Cl)Cl.O=[Mn]=O. The product is [Cl:1][C:2]1[S:6][C:5]([CH:7]=[O:8])=[CH:4][C:3]=1[S:9][C:10]1[CH:15]=[CH:14][CH:13]=[C:12]([Cl:16])[CH:11]=1. The yield is 0.850.